Dataset: NCI-60 drug combinations with 297,098 pairs across 59 cell lines. Task: Regression. Given two drug SMILES strings and cell line genomic features, predict the synergy score measuring deviation from expected non-interaction effect. (1) Drug 1: C1CC(C1)(C(=O)O)C(=O)O.[NH2-].[NH2-].[Pt+2]. Drug 2: C1=NC2=C(N=C(N=C2N1C3C(C(C(O3)CO)O)F)Cl)N. Cell line: NCIH23. Synergy scores: CSS=43.8, Synergy_ZIP=-7.06, Synergy_Bliss=0.0243, Synergy_Loewe=-17.7, Synergy_HSA=1.96. (2) Drug 1: C1CC(=O)NC(=O)C1N2CC3=C(C2=O)C=CC=C3N. Drug 2: CC1=C(N=C(N=C1N)C(CC(=O)N)NCC(C(=O)N)N)C(=O)NC(C(C2=CN=CN2)OC3C(C(C(C(O3)CO)O)O)OC4C(C(C(C(O4)CO)O)OC(=O)N)O)C(=O)NC(C)C(C(C)C(=O)NC(C(C)O)C(=O)NCCC5=NC(=CS5)C6=NC(=CS6)C(=O)NCCC[S+](C)C)O. Cell line: IGROV1. Synergy scores: CSS=29.5, Synergy_ZIP=-11.0, Synergy_Bliss=-1.93, Synergy_Loewe=-37.4, Synergy_HSA=2.55. (3) Drug 1: CCCS(=O)(=O)NC1=C(C(=C(C=C1)F)C(=O)C2=CNC3=C2C=C(C=N3)C4=CC=C(C=C4)Cl)F. Drug 2: C1=CN(C(=O)N=C1N)C2C(C(C(O2)CO)O)O.Cl. Cell line: SK-MEL-5. Synergy scores: CSS=33.1, Synergy_ZIP=0.689, Synergy_Bliss=6.41, Synergy_Loewe=1.03, Synergy_HSA=7.19. (4) Cell line: RXF 393. Drug 2: B(C(CC(C)C)NC(=O)C(CC1=CC=CC=C1)NC(=O)C2=NC=CN=C2)(O)O. Synergy scores: CSS=67.6, Synergy_ZIP=28.5, Synergy_Bliss=28.5, Synergy_Loewe=15.5, Synergy_HSA=28.5. Drug 1: CC1CCCC2(C(O2)CC(NC(=O)CC(C(C(=O)C(C1O)C)(C)C)O)C(=CC3=CSC(=N3)C)C)C. (5) Drug 1: CC1C(C(=O)NC(C(=O)N2CCCC2C(=O)N(CC(=O)N(C(C(=O)O1)C(C)C)C)C)C(C)C)NC(=O)C3=C4C(=C(C=C3)C)OC5=C(C(=O)C(=C(C5=N4)C(=O)NC6C(OC(=O)C(N(C(=O)CN(C(=O)C7CCCN7C(=O)C(NC6=O)C(C)C)C)C)C(C)C)C)N)C. Drug 2: C1=CN(C(=O)N=C1N)C2C(C(C(O2)CO)O)O.Cl. Cell line: RXF 393. Synergy scores: CSS=3.80, Synergy_ZIP=-1.81, Synergy_Bliss=-2.04, Synergy_Loewe=-0.732, Synergy_HSA=-0.614.